From a dataset of Forward reaction prediction with 1.9M reactions from USPTO patents (1976-2016). Predict the product of the given reaction. (1) Given the reactants [CH2:1]([O:4][C:5]1[CH:15]=[CH:14][C:8]([CH:9]=[CH:10][C:11]([OH:13])=[O:12])=[CH:7][CH:6]=1)[CH2:2][CH3:3].[C:16]12(CO)CC(CC1)C=C2.C1CCC(N=C=NC2CCCCC2)CC1, predict the reaction product. The product is: [CH:5]12[CH2:9][CH:8]([CH:7]=[CH:6]1)[CH2:14][CH2:15]2.[CH3:16][C:14]1[CH:15]=[C:5]([O:4][CH2:1][CH2:2][CH3:3])[CH:6]=[CH:7][C:8]=1[CH:9]=[CH:10][C:11]([O-:13])=[O:12]. (2) Given the reactants B.[F:2][C:3]1[CH:4]=[C:5]([S:9]([C:12]2[CH:13]=[C:14]3[C:19](=[CH:20][CH:21]=2)[C:18]([CH2:22][CH2:23][C:24]([NH2:26])=O)=[CH:17][CH:16]=[CH:15]3)(=[O:11])=[O:10])[CH:6]=[CH:7][CH:8]=1, predict the reaction product. The product is: [F:2][C:3]1[CH:4]=[C:5]([S:9]([C:12]2[CH:13]=[C:14]3[C:19](=[CH:20][CH:21]=2)[C:18]([CH2:22][CH2:23][CH2:24][NH2:26])=[CH:17][CH:16]=[CH:15]3)(=[O:11])=[O:10])[CH:6]=[CH:7][CH:8]=1. (3) Given the reactants CCN(C(C)C)C(C)C.CN(C(ON1N=NC2C=CC=CC1=2)=[N+](C)C)C.F[P-](F)(F)(F)(F)F.C([O:38][C:39]([NH:41][C@H:42]([CH2:46][C:47]1[CH:52]=[CH:51][CH:50]=[CH:49][CH:48]=1)[C:43]([OH:45])=O)=[O:40])(C)(C)C.[N:53]1([C:59]2[C:60]3[CH:68]=[CH:67][CH:66]=[N:65][C:61]=3[N:62]=[CH:63][N:64]=2)[CH2:58][CH2:57][NH:56][CH2:55][CH2:54]1, predict the reaction product. The product is: [CH2:46]([CH:42]([NH:41][C:39](=[O:40])[OH:38])[C:43](=[O:45])[N:56]1[CH2:57][CH2:58][N:53]([C:59]2[C:60]3[CH:68]=[CH:67][CH:66]=[N:65][C:61]=3[N:62]=[CH:63][N:64]=2)[CH2:54][CH2:55]1)[C:47]1[CH:48]=[CH:49][CH:50]=[CH:51][CH:52]=1. (4) Given the reactants [N+:1]([C:4]1[CH:9]=[CH:8][C:7]2[C:10]3[C:11]([O:16][C:6]=2[CH:5]=1)=[N:12][CH:13]=[CH:14][CH:15]=3)([O-])=O.[H][H], predict the reaction product. The product is: [N:12]1[CH:13]=[CH:14][CH:15]=[C:10]2[C:7]3[CH:8]=[CH:9][C:4]([NH2:1])=[CH:5][C:6]=3[O:16][C:11]=12. (5) Given the reactants [CH3:1]N(C(OC)OC)C.[Cl:9][C:10]1[CH:15]=[CH:14][CH:13]=[C:12]([Cl:16])[C:11]=1[NH:17][C:18]([C:20]1[C:21]([CH3:28])=[N:22][C:23]([S:26][CH3:27])=[N:24][CH:25]=1)=[O:19], predict the reaction product. The product is: [Cl:16][C:12]1[CH:13]=[CH:14][CH:15]=[C:10]([Cl:9])[C:11]=1[N:17]1[CH:1]=[CH:28][C:21]2[N:22]=[C:23]([S:26][CH3:27])[N:24]=[CH:25][C:20]=2[C:18]1=[O:19]. (6) Given the reactants Cl.[NH2:2][CH2:3][C@@H:4]([C:6]1[C:14]2[S:13][C:12](=[O:15])[NH:11][C:10]=2[C:9]([OH:16])=[CH:8][CH:7]=1)[OH:5].O=[CH:18][CH2:19][CH2:20][S:21][CH2:22][CH2:23][N:24]([CH2:32][C@H:33]([C:35]1[CH:40]=[CH:39][CH:38]=[CH:37][CH:36]=1)[CH3:34])[C:25](=[O:31])[O:26][C:27]([CH3:30])([CH3:29])[CH3:28], predict the reaction product. The product is: [OH:5][C@H:4]([C:6]1[C:14]2[S:13][C:12](=[O:15])[NH:11][C:10]=2[C:9]([OH:16])=[CH:8][CH:7]=1)[CH2:3][NH:2][CH2:18][CH2:19][CH2:20][S:21][CH2:22][CH2:23][N:24]([CH2:32][C@H:33]([C:35]1[CH:36]=[CH:37][CH:38]=[CH:39][CH:40]=1)[CH3:34])[C:25](=[O:31])[O:26][C:27]([CH3:30])([CH3:28])[CH3:29]. (7) Given the reactants [CH:1]([S:4](Cl)(=[O:6])=[O:5])([CH3:3])[CH3:2].C1CCN2C(=NCCC2)CC1.[NH2:19][CH2:20][CH2:21][O:22][C:23]1[CH:28]=[CH:27][C:26]([C:29]2[CH:30]([NH:35][S:36]([CH:39]([CH3:41])[CH3:40])(=[O:38])=[O:37])[CH2:31][CH2:32][CH2:33][CH:34]=2)=[CH:25][CH:24]=1, predict the reaction product. The product is: [CH3:40][CH:39]([S:36]([NH:35][CH:30]1[CH2:31][CH2:32][CH2:33][CH:34]=[C:29]1[C:26]1[CH:25]=[CH:24][C:23]([O:22][CH2:21][CH2:20][NH:19][S:4]([CH:1]([CH3:3])[CH3:2])(=[O:6])=[O:5])=[CH:28][CH:27]=1)(=[O:38])=[O:37])[CH3:41]. (8) Given the reactants [F:1][C:2]1[CH:3]=[C:4]([N+:9]([O-:11])=[O:10])[CH:5]=[CH:6][C:7]=1F.[CH3:12][C:13]1[C:21]2[C:20]([OH:22])=[CH:19][CH:18]=[CH:17][C:16]=2[NH:15][N:14]=1.C(=O)([O-])[O-].[K+].[K+], predict the reaction product. The product is: [F:1][C:2]1[CH:3]=[C:4]([N+:9]([O-:11])=[O:10])[CH:5]=[CH:6][C:7]=1[O:22][C:20]1[CH:19]=[CH:18][CH:17]=[C:16]2[C:21]=1[C:13]([CH3:12])=[N:14][NH:15]2. (9) Given the reactants [C:1]1([CH2:11][C:12]([OH:14])=O)[C:10]2[C:5](=[CH:6][CH:7]=[CH:8][CH:9]=2)[CH:4]=[CH:3][CH:2]=1.Cl.[CH2:16]([O:20][C:21](=[O:25])[C@H:22]([CH3:24])[NH2:23])[CH:17]([CH3:19])[CH3:18], predict the reaction product. The product is: [CH2:16]([O:20][C:21](=[O:25])[C@H:22]([CH3:24])[NH:23][C:12](=[O:14])[CH2:11][C:1]1[C:10]2[C:5](=[CH:6][CH:7]=[CH:8][CH:9]=2)[CH:4]=[CH:3][CH:2]=1)[CH:17]([CH3:19])[CH3:18]. (10) Given the reactants [Cl:1][C:2]1[CH:3]=[C:4]([S:9]([NH:12][C:13]2[CH:21]=[C:20]3[C:16]([C:17]([C:23](=[O:27])[C:24](Cl)=[O:25])=[CH:18][N:19]3[CH3:22])=[CH:15][CH:14]=2)(=[O:11])=[O:10])[CH:5]=[C:6]([Cl:8])[CH:7]=1.[NH3:28], predict the reaction product. The product is: [Cl:1][C:2]1[CH:3]=[C:4]([S:9]([NH:12][C:13]2[CH:21]=[C:20]3[C:16]([C:17]([C:23](=[O:27])[C:24]([NH2:28])=[O:25])=[CH:18][N:19]3[CH3:22])=[CH:15][CH:14]=2)(=[O:11])=[O:10])[CH:5]=[C:6]([Cl:8])[CH:7]=1.